From a dataset of Catalyst prediction with 721,799 reactions and 888 catalyst types from USPTO. Predict which catalyst facilitates the given reaction. (1) The catalyst class is: 2. Reactant: [CH3:1][C:2]1[S:3][C:4]([C:10]2[CH:15]=[CH:14][CH:13]=[CH:12][CH:11]=2)=[C:5]([C:7]([OH:9])=O)[N:6]=1.C(Cl)(=O)C(Cl)=O.CN(C=O)C.[I:27][C:28]1[N:32]2[CH:33]=[CH:34][CH:35]=[CH:36][C:31]2=[N:30][C:29]=1[CH2:37][C@@H:38]1[CH2:43][CH2:42][CH2:41][CH2:40][NH:39]1. Product: [I:27][C:28]1[N:32]2[CH:33]=[CH:34][CH:35]=[CH:36][C:31]2=[N:30][C:29]=1[CH2:37][C@@H:38]1[CH2:43][CH2:42][CH2:41][CH2:40][N:39]1[C:7]([C:5]1[N:6]=[C:2]([CH3:1])[S:3][C:4]=1[C:10]1[CH:15]=[CH:14][CH:13]=[CH:12][CH:11]=1)=[O:9]. (2) Reactant: [C:1](#[N:3])C.[CH3:4][Si]([N-][Si](C)(C)C)(C)C.[Li+].[C:14]([O:18][C:19](=[O:26])[NH:20][C@H:21]([CH3:25])[C:22](=[O:24])[CH3:23])([CH3:17])([CH3:16])[CH3:15]. Product: [C:14]([O:18][C:19](=[O:26])[NH:20][C@H:21]([CH3:25])[C@@:22]([OH:24])([CH3:4])[CH2:23][C:1]#[N:3])([CH3:17])([CH3:15])[CH3:16]. The catalyst class is: 1. (3) Reactant: [N+:1]([C:4]1[CH:5]=[C:6]([OH:24])[CH:7]=[C:8]([S:10]([C:13]2[CH:18]=[CH:17][CH:16]=[C:15]([O:19][C:20]([F:23])([F:22])[F:21])[CH:14]=2)(=[O:12])=[O:11])[CH:9]=1)([O-:3])=[O:2].[CH3:25][CH:26]([CH3:29])[CH2:27]O.CC(OC(/N=N/C(OC(C)C)=O)=O)C.C1C=CC(P(C2C=CC=CC=2)C2C=CC=CC=2)=CC=1. Product: [CH2:25]([O:24][C:6]1[CH:7]=[C:8]([S:10]([C:13]2[CH:18]=[CH:17][CH:16]=[C:15]([O:19][C:20]([F:23])([F:21])[F:22])[CH:14]=2)(=[O:11])=[O:12])[CH:9]=[C:4]([N+:1]([O-:3])=[O:2])[CH:5]=1)[CH:26]([CH3:29])[CH3:27]. The catalyst class is: 1. (4) Reactant: N1C=CC=CC=1.[NH:7]1[CH:11]=[C:10]([C:12]2[CH2:13][CH2:14][N:15]([C:18]([O:20][C:21]([CH3:24])([CH3:23])[CH3:22])=[O:19])[CH2:16][CH:17]=2)[N:9]=[CH:8]1.[F:25][C:26]1[CH:31]=[CH:30][CH:29]=[CH:28][C:27]=1OB(O)O. Product: [F:25][C:26]1[CH:31]=[CH:30][CH:29]=[CH:28][C:27]=1[N:7]1[CH:11]=[C:10]([C:12]2[CH2:13][CH2:14][N:15]([C:18]([O:20][C:21]([CH3:24])([CH3:23])[CH3:22])=[O:19])[CH2:16][CH:17]=2)[N:9]=[CH:8]1. The catalyst class is: 221. (5) Reactant: Cl[C:2]1[N:7]=[CH:6][C:5]2[N:8]=[C:9]([CH3:27])[N:10]([CH2:11][C:12]3[CH:20]=[CH:19][CH:18]=[C:17]4[C:13]=3[CH:14]=[N:15][N:16]4[CH:21]3[CH2:26][CH2:25][CH2:24][CH2:23][O:22]3)[C:4]=2[CH:3]=1.[CH3:28][O:29][CH:30]1[CH2:35][CH2:34][N:33]([C:36]2[N:41]=[C:40]([NH2:42])[CH:39]=[CH:38][N:37]=2)[CH2:32][CH2:31]1.CC(C1C=C(C(C)C)C(C2C(P(C3CCCCC3)C3CCCCC3)=C(OC)C=CC=2OC)=C(C(C)C)C=1)C.C(=O)([O-])[O-].[Cs+].[Cs+]. Product: [CH3:28][O:29][CH:30]1[CH2:31][CH2:32][N:33]([C:36]2[N:41]=[C:40]([NH:42][C:2]3[N:7]=[CH:6][C:5]4[N:8]=[C:9]([CH3:27])[N:10]([CH2:11][C:12]5[CH:20]=[CH:19][CH:18]=[C:17]6[C:13]=5[CH:14]=[N:15][N:16]6[CH:21]5[CH2:26][CH2:25][CH2:24][CH2:23][O:22]5)[C:4]=4[CH:3]=3)[CH:39]=[CH:38][N:37]=2)[CH2:34][CH2:35]1. The catalyst class is: 12. (6) Reactant: [Br:1][C:2]1[C:3](=[O:28])[N:4]([CH2:19][C:20]2[CH:27]=[CH:26][CH:25]=[CH:24][C:21]=2[C:22]#[N:23])[C:5]([CH3:18])=[CH:6][C:7]=1[O:8][CH2:9][C:10]1[CH:15]=[CH:14][C:13]([F:16])=[CH:12][C:11]=1[F:17].B.CSC. Product: [NH2:23][CH2:22][C:21]1[CH:24]=[CH:25][CH:26]=[CH:27][C:20]=1[CH2:19][N:4]1[C:5]([CH3:18])=[CH:6][C:7]([O:8][CH2:9][C:10]2[CH:15]=[CH:14][C:13]([F:16])=[CH:12][C:11]=2[F:17])=[C:2]([Br:1])[C:3]1=[O:28]. The catalyst class is: 7. (7) Reactant: [F:1][C:2]1[C:10]2[C:9]([CH3:12])([CH3:11])[O:8][B:7]([OH:13])[C:6]=2[CH:5]=[CH:4][C:3]=1[C:14](Cl)=[N:15][OH:16].[Cl:18][C:19]1[CH:24]=[C:23]([C:25]([C:27]([F:30])([F:29])[F:28])=[CH2:26])[CH:22]=[C:21]([Cl:31])[C:20]=1[Cl:32]. Product: [F:1][C:2]1[C:10]2[C:9]([CH3:12])([CH3:11])[O:8][B:7]([OH:13])[C:6]=2[CH:5]=[CH:4][C:3]=1[C:14]1[CH2:26][C:25]([C:23]2[CH:22]=[C:21]([Cl:31])[C:20]([Cl:32])=[C:19]([Cl:18])[CH:24]=2)([C:27]([F:30])([F:29])[F:28])[O:16][N:15]=1. The catalyst class is: 3.